This data is from Reaction yield outcomes from USPTO patents with 853,638 reactions. The task is: Predict the reaction yield, written as a fraction of the theoretical maximum amount of product (1.0 means a 100% yield; for example, 0.34 means a 34% yield). The reactants are C([O:5][C:6](=[O:39])[CH2:7][O:8][C:9]1[C:14]2[CH2:15][CH2:16][CH2:17][CH2:18][CH:19]([N:20]([S:22]([C:25]3[CH:30]=[C:29]([C:31]([F:34])([F:33])[F:32])[CH:28]=[C:27]([S:35]([CH3:38])(=[O:37])=[O:36])[CH:26]=3)(=[O:24])=[O:23])[CH3:21])[C:13]=2[CH:12]=[CH:11][CH:10]=1)(C)(C)C.O.[OH-].[Li+]. The catalyst is O.CO. The product is [CH3:38][S:35]([C:27]1[CH:26]=[C:25]([S:22]([N:20]([CH3:21])[CH:19]2[C:13]3[CH:12]=[CH:11][CH:10]=[C:9]([O:8][CH2:7][C:6]([OH:39])=[O:5])[C:14]=3[CH2:15][CH2:16][CH2:17][CH2:18]2)(=[O:23])=[O:24])[CH:30]=[C:29]([C:31]([F:33])([F:32])[F:34])[CH:28]=1)(=[O:37])=[O:36]. The yield is 0.210.